This data is from Forward reaction prediction with 1.9M reactions from USPTO patents (1976-2016). The task is: Predict the product of the given reaction. (1) The product is: [CH3:1][O:2][C:3]1[CH:4]=[C:5]([CH:9]=[CH:10][C:11]=1[O:12][CH3:13])[C:6]([N:47]1[CH2:48][CH2:49][CH2:50][CH:46]1[C:42]1[CH:41]=[C:40]([CH:45]=[CH:44][CH:43]=1)[C:39]([NH:38][C:36]1[S:37][C:31]2[CH2:30][N:29]([CH3:28])[CH2:34][CH2:33][C:32]=2[N:35]=1)=[O:51])=[O:8]. Given the reactants [CH3:1][O:2][C:3]1[CH:4]=[C:5]([CH:9]=[CH:10][C:11]=1[O:12][CH3:13])[C:6]([OH:8])=O.C1N=CN(C(N2C=NC=C2)=O)C=1.Cl.Cl.[CH3:28][N:29]1[CH2:34][CH2:33][C:32]2[N:35]=[C:36]([NH:38][C:39](=[O:51])[C:40]3[CH:45]=[CH:44][CH:43]=[C:42]([CH:46]4[CH2:50][CH2:49][CH2:48][NH:47]4)[CH:41]=3)[S:37][C:31]=2[CH2:30]1.CCN(CC)CC, predict the reaction product. (2) Given the reactants Br[CH2:2][CH2:3][CH2:4][CH2:5][CH2:6][CH2:7][CH2:8][CH2:9][C:10]([NH:12][C:13]1[C:14]([S:20][CH3:21])=[N:15][C:16]([CH3:19])=[CH:17][CH:18]=1)=[O:11].[SH:22][C:23]1[O:24][C:25]2[CH:31]=[CH:30][CH:29]=[CH:28][C:26]=2[N:27]=1.C1OCCOCCOCCOCCOCCOC1.C(=O)([O-])[O-].[K+].[K+], predict the reaction product. The product is: [O:24]1[C:25]2[CH:31]=[CH:30][CH:29]=[CH:28][C:26]=2[N:27]=[C:23]1[S:22][CH2:2][CH2:3][CH2:4][CH2:5][CH2:6][CH2:7][CH2:8][CH2:9][C:10]([NH:12][C:13]1[C:14]([S:20][CH3:21])=[N:15][C:16]([CH3:19])=[CH:17][CH:18]=1)=[O:11]. (3) Given the reactants [CH3:1][O:2][C:3](=[O:23])[CH2:4][C:5]1[C:14]([CH3:15])=[C:13]([CH:16]2[CH2:21][CH2:20][NH:19][CH2:18][CH2:17]2)[C:12]2[C:7](=[CH:8][CH:9]=[C:10]([F:22])[CH:11]=2)[CH:6]=1.[Cl:24][C:25]1[CH:30]=[C:29]([Cl:31])[CH:28]=[CH:27][C:26]=1[N:32]=[C:33]=[O:34], predict the reaction product. The product is: [CH3:1][O:2][C:3](=[O:23])[CH2:4][C:5]1[C:14]([CH3:15])=[C:13]([CH:16]2[CH2:17][CH2:18][N:19]([C:33](=[O:34])[NH:32][C:26]3[CH:27]=[CH:28][C:29]([Cl:31])=[CH:30][C:25]=3[Cl:24])[CH2:20][CH2:21]2)[C:12]2[C:7](=[CH:8][CH:9]=[C:10]([F:22])[CH:11]=2)[CH:6]=1.